From a dataset of Full USPTO retrosynthesis dataset with 1.9M reactions from patents (1976-2016). Predict the reactants needed to synthesize the given product. (1) Given the product [Cl:31][C:32]1[N:33]=[C:34]([CH2:28][CH2:27][CH:22]2[O:23][CH2:24][CH2:25][CH2:26][O:21]2)[C:35]2[N:41]=[C:40]([C:42]3[CH:47]=[CH:46][C:45]([F:48])=[CH:44][CH:43]=3)[CH:39]=[CH:38][C:36]=2[N:37]=1, predict the reactants needed to synthesize it. The reactants are: C(C1C2N=C(C3C=CC(F)=CC=3)C=CC=2N=C(N)N=1)C.[O:21]1[CH2:26][CH2:25][CH2:24][O:23][CH:22]1[CH2:27][CH2:28][Mg]Br.[Cl:31][C:32]1[N:33]=[C:34](Cl)[C:35]2[N:41]=[C:40]([C:42]3[CH:47]=[CH:46][C:45]([F:48])=[CH:44][CH:43]=3)[CH:39]=[CH:38][C:36]=2[N:37]=1. (2) The reactants are: C([O-])(O)=O.[Na+].Cl.[CH3:7][C@@H:8]1[NH:13][CH2:12][C@@H:11]([C:14]([O:16][CH3:17])=[O:15])[CH2:10][CH2:9]1. Given the product [CH3:7][C@@H:8]1[NH:13][CH2:12][C@@H:11]([C:14]([O:16][CH3:17])=[O:15])[CH2:10][CH2:9]1, predict the reactants needed to synthesize it. (3) Given the product [CH2:17]([O:19][P:20]([CH2:2][C:3]1[N:4]=[CH:5][C:6]([NH:9][C:10](=[O:16])[O:11][C:12]([CH3:15])([CH3:14])[CH3:13])=[N:7][CH:8]=1)([O:22][CH2:23][CH3:24])=[O:21])[CH3:18], predict the reactants needed to synthesize it. The reactants are: Br[CH2:2][C:3]1[N:4]=[CH:5][C:6]([NH:9][C:10](=[O:16])[O:11][C:12]([CH3:15])([CH3:14])[CH3:13])=[N:7][CH:8]=1.[CH2:17]([O:19][P:20](OCC)([O:22][CH2:23][CH3:24])=[O:21])[CH3:18]. (4) Given the product [Cl:24][C:25]1[CH:32]=[C:31]([F:33])[CH:30]=[C:29]([F:34])[C:26]=1[CH2:27][N:15]1[C:14]2[N:18]=[CH:19][CH:20]=[CH:21][C:13]=2[S:12](=[O:22])(=[O:23])[N:11]([C:5]2[CH:6]=[N:7][C:8]([O:9][CH3:10])=[C:3]([O:2][CH3:1])[CH:4]=2)[C:16]1=[O:17], predict the reactants needed to synthesize it. The reactants are: [CH3:1][O:2][C:3]1[CH:4]=[C:5]([N:11]2[C:16](=[O:17])[NH:15][C:14]3[N:18]=[CH:19][CH:20]=[CH:21][C:13]=3[S:12]2(=[O:23])=[O:22])[CH:6]=[N:7][C:8]=1[O:9][CH3:10].[Cl:24][C:25]1[CH:32]=[C:31]([F:33])[CH:30]=[C:29]([F:34])[C:26]=1[CH2:27]O.CN(C(/N=N/C(N(C)C)=O)=O)C.C1(P(C2C=CC=CC=2)C2C=CC=CC=2)C=CC=CC=1.COC1C=C(N2C(=O)N(CC3C(C)=CC(F)=CN=3)C3C=CC=CC=3S2(=O)=O)C=C(OC)N=1. (5) Given the product [O:7]=[C:4]1[N:9]([C:10]2[CH:11]=[CH:12][C:13]([C:14]([O:16][CH3:17])=[O:15])=[CH:19][CH:20]=2)[C:2](=[O:8])[CH:1]2[CH:5]1[CH2:6]2, predict the reactants needed to synthesize it. The reactants are: [CH:1]12[CH2:6][CH:5]1[C:4](=[O:7])O[C:2]2=[O:8].[NH2:9][C:10]1[CH:20]=[CH:19][C:13]([C:14]([O:16][CH2:17]C)=[O:15])=[CH:12][CH:11]=1.CC1(C)CC(=O)OC(=O)C1. (6) Given the product [CH2:16]([N:1]1[CH2:6][CH2:5][CH2:4][C@@H:3]([NH:7][C:8](=[O:14])[O:9][C:10]([CH3:11])([CH3:13])[CH3:12])[CH2:2]1)[C:17]1[CH:22]=[CH:21][CH:20]=[CH:19][CH:18]=1, predict the reactants needed to synthesize it. The reactants are: [NH:1]1[CH2:6][CH2:5][CH2:4][C@@H:3]([NH:7][C:8](=[O:14])[O:9][C:10]([CH3:13])([CH3:12])[CH3:11])[CH2:2]1.Br[CH2:16][C:17]1[CH:22]=[CH:21][CH:20]=[CH:19][CH:18]=1.